Dataset: Forward reaction prediction with 1.9M reactions from USPTO patents (1976-2016). Task: Predict the product of the given reaction. Given the reactants [CH3:1][C:2]1([CH3:60])[C:14]2[CH:13]=[C:12]([N:15]([C:54]3[CH:59]=[CH:58][CH:57]=[CH:56][CH:55]=3)[C:16]3[CH:29]=[CH:28][CH:27]4[CH:18]([C:19](=[O:53])[C:20]5[C:25]([C:26]4=[O:30])=[CH:24][C:23]([N:31]([C:38]4[CH:50]=[CH:49][C:48]6[C:47]7[C:42](=[CH:43][CH:44]=[CH:45][CH:46]=7)[C:41]([CH3:52])([CH3:51])[C:40]=6[CH:39]=4)[C:32]4[CH:37]=[CH:36][CH:35]=[CH:34][CH:33]=4)=[CH:22][CH:21]=5)[CH:17]=3)[CH:11]=[CH:10][C:9]=2[C:8]2[C:3]1=[CH:4][CH:5]=[CH:6][CH:7]=2.[C:61]([Mg]Br)([CH3:64])([CH3:63])[CH3:62].Cl, predict the reaction product. The product is: [C:61]([C:26]1([OH:30])[C:25]2[CH:24]=[C:23]([N:31]([C:38]3[CH:50]=[CH:49][C:48]4[C:47]5[C:42](=[CH:43][CH:44]=[CH:45][CH:46]=5)[C:41]([CH3:51])([CH3:52])[C:40]=4[CH:39]=3)[C:32]3[CH:37]=[CH:36][CH:35]=[CH:34][CH:33]=3)[CH:22]=[CH:21][C:20]=2[C:19]([C:2]([CH3:14])([CH3:3])[CH3:1])([OH:53])[C:18]2[C:27]1=[CH:28][CH:29]=[C:16]([N:15]([C:12]1[CH:11]=[CH:10][C:9]3[C:8]4[C:3](=[CH:4][CH:5]=[CH:6][CH:7]=4)[C:2]([CH3:60])([CH3:1])[C:14]=3[CH:13]=1)[C:54]1[CH:59]=[CH:58][CH:57]=[CH:56][CH:55]=1)[CH:17]=2)([CH3:64])([CH3:63])[CH3:62].